From a dataset of Forward reaction prediction with 1.9M reactions from USPTO patents (1976-2016). Predict the product of the given reaction. (1) Given the reactants [H-].[Na+].[CH2:3]([OH:10])[C:4]1[CH:9]=[CH:8][CH:7]=[CH:6][CH:5]=1.Cl[C:12]1[CH:13]=[C:14]([CH:18]=[CH:19][N:20]=1)[C:15]([OH:17])=[O:16].Cl, predict the reaction product. The product is: [CH2:3]([O:10][C:12]1[CH:13]=[C:14]([CH:18]=[CH:19][N:20]=1)[C:15]([OH:17])=[O:16])[C:4]1[CH:9]=[CH:8][CH:7]=[CH:6][CH:5]=1. (2) Given the reactants [C:1]1([CH3:21])[CH:6]=[CH:5][CH:4]=[CH:3][C:2]=1[NH:7][C:8]1[O:9][C:10]2[CH:16]=[C:15]([CH2:17][C:18]([OH:20])=O)[CH:14]=[CH:13][C:11]=2[N:12]=1.C(N(C(C)C)CC)(C)C.F[P-](F)(F)(F)(F)F.C[N+](C)=C(N(C)C)O.[NH2:46][C:47]1[CH:48]=[C:49]2[C:53](=[CH:54][CH:55]=1)[CH2:52][CH:51]([CH2:56][C:57]([O:59]CC)=[O:58])[CH2:50]2.[OH-].[Na+], predict the reaction product. The product is: [CH4:1].[C:1]1([CH3:21])[CH:6]=[CH:5][CH:4]=[CH:3][C:2]=1[NH:7][C:8]1[O:9][C:10]2[CH:16]=[C:15]([CH2:17][C:18]([NH:46][C:47]3[CH:48]=[C:49]4[C:53](=[CH:54][CH:55]=3)[CH2:52][CH:51]([CH2:56][C:57]([OH:59])=[O:58])[CH2:50]4)=[O:20])[CH:14]=[CH:13][C:11]=2[N:12]=1. (3) Given the reactants [NH2:1][C:2]1[N:7]=[CH:6][N:5]=[C:4]([C:8]2[CH:9]=[C:10]([C:20]3[CH:25]=[C:24]([Cl:26])[CH:23]=[CH:22][C:21]=3[CH3:27])[N:11](C(OC(C)(C)C)=O)[CH:12]=2)[CH:3]=1.C(O)(C(F)(F)F)=O.CCO.[OH-].[NH4+], predict the reaction product. The product is: [Cl:26][C:24]1[CH:23]=[CH:22][C:21]([CH3:27])=[C:20]([C:10]2[NH:11][CH:12]=[C:8]([C:4]3[N:5]=[CH:6][N:7]=[C:2]([NH2:1])[CH:3]=3)[CH:9]=2)[CH:25]=1. (4) Given the reactants [C:1]1([S:7]([N:10]2[CH2:14][CH:13]([C:15](O)=[O:16])[N:12]([CH:18]3[CH2:23][CH2:22][CH2:21][CH2:20][CH2:19]3)[C:11]2=[O:24])(=[O:9])=[O:8])[CH:6]=[CH:5][CH:4]=[CH:3][CH:2]=1.[CH3:25][C:26]1[C:27]([N:33]2[CH2:38][CH2:37][NH:36][CH2:35][CH2:34]2)=[N:28][C:29]([CH3:32])=[CH:30][N:31]=1, predict the reaction product. The product is: [C:1]1([S:7]([N:10]2[CH2:14][CH:13]([C:15]([N:36]3[CH2:37][CH2:38][N:33]([C:27]4[C:26]([CH3:25])=[N:31][CH:30]=[C:29]([CH3:32])[N:28]=4)[CH2:34][CH2:35]3)=[O:16])[N:12]([CH:18]3[CH2:23][CH2:22][CH2:21][CH2:20][CH2:19]3)[C:11]2=[O:24])(=[O:9])=[O:8])[CH:6]=[CH:5][CH:4]=[CH:3][CH:2]=1. (5) Given the reactants [Br:1][CH2:2][C:3]1[CH:11]=[CH:10][C:6]([C:7](O)=[O:8])=[CH:5][CH:4]=1.S(Cl)(Cl)=O.[NH4+:16].[OH-].O, predict the reaction product. The product is: [Br:1][CH2:2][C:3]1[CH:11]=[CH:10][C:6]([C:7]([NH2:16])=[O:8])=[CH:5][CH:4]=1. (6) Given the reactants [CH3:1][O:2][CH2:3][CH2:4][O:5][CH2:6][CH2:7][O:8][CH2:9][CH2:10][O:11][C:12]1[C:21]2[C:16](=[CH:17][CH:18]=[CH:19][CH:20]=2)[CH:15]=[CH:14][CH:13]=1.[CH2:22]1[S:26](=O)[CH2:25][CH2:24][CH2:23]1.C(OC(C)C)(C)C.[F:35][C:36]([F:59])([S:55]([O-:58])(=[O:57])=[O:56])[CH:37]([O:42][C:43]([C:45]12[CH2:54][CH:49]3[CH2:50][CH:51]([CH2:53][CH:47]([CH2:48]3)[CH2:46]1)[CH2:52]2)=[O:44])[C:38]([F:41])([F:40])[F:39].C([N+](C)(C)C)C1C=CC=CC=1, predict the reaction product. The product is: [CH3:1][O:2][CH2:3][CH2:4][O:5][CH2:6][CH2:7][O:8][CH2:9][CH2:10][O:11][C:12]1[C:21]2[C:16](=[CH:17][CH:18]=[CH:19][CH:20]=2)[CH:15]=[CH:14][CH:13]=1.[C:45]12([C:43]([O:42][CH:37]([C:38]([F:41])([F:39])[F:40])[C:36]([F:35])([F:59])[S:55]([O-:58])(=[O:56])=[O:57])=[O:44])[CH2:46][CH:47]3[CH2:53][CH:51]([CH2:50][CH:49]([CH2:48]3)[CH2:54]1)[CH2:52]2.[SH+:26]1[CH2:22][CH2:23][CH2:24][CH2:25]1.